From a dataset of Full USPTO retrosynthesis dataset with 1.9M reactions from patents (1976-2016). Predict the reactants needed to synthesize the given product. (1) Given the product [Na+:17].[F:18][C:19]1[CH:24]=[CH:23][C:22]([C:25]2[C:29]([C:30]3[CH:31]=[CH:32][CH:33]=[CH:34][CH:35]=3)=[C:28]([C:36](=[O:52])[NH:37][CH2:38][C:39]3[CH:44]=[CH:43][CH:42]=[C:41]([C:45]([N:47]4[CH2:51][CH2:50][CH2:49][CH2:48]4)=[O:46])[CH:40]=3)[N:27]([CH:53]([CH3:55])[CH3:54])[C:26]=2[CH2:56][CH2:57][CH:58]([OH:66])[CH2:59][CH:60]([OH:65])[CH2:61][C:62]([O-:64])=[O:63])=[CH:21][CH:20]=1, predict the reactants needed to synthesize it. The reactants are: Cl.NCC1C=C(C(N2CCCC2)=O)C=CC=1.[Na+:17].[F:18][C:19]1[CH:24]=[CH:23][C:22]([C:25]2[C:29]([C:30]3[CH:35]=[CH:34][CH:33]=[CH:32][CH:31]=3)=[C:28]([C:36](=[O:52])[NH:37][CH2:38][C:39]3[CH:44]=[CH:43][CH:42]=[C:41]([C:45]([N:47]4[CH2:51][CH2:50][CH2:49][CH2:48]4)=[O:46])[CH:40]=3)[N:27]([CH:53]([CH3:55])[CH3:54])[C:26]=2[CH2:56][CH2:57][C@@H:58]([OH:66])[CH2:59][C@@H:60]([OH:65])[CH2:61][C:62]([O-:64])=[O:63])=[CH:21][CH:20]=1. (2) Given the product [CH2:18]([C:19]1[CH:24]=[C:23]([CH:25]=[O:26])[C:22]([OH:27])=[C:21]([CH3:28])[CH:20]=1)[C:29]1[CH:34]=[C:33]([CH:35]=[O:36])[C:32]([OH:37])=[C:31]([CH3:38])[CH:30]=1, predict the reactants needed to synthesize it. The reactants are: FC(F)(F)C(O)=O.C1N2CN3CN(C2)CN1C3.[CH2:18]([C:29]1[CH:34]=[C:33]([CH2:35][OH:36])[C:32]([OH:37])=[C:31]([CH3:38])[CH:30]=1)[C:19]1[CH:24]=[C:23]([CH2:25][OH:26])[C:22]([OH:27])=[C:21]([CH3:28])[CH:20]=1. (3) Given the product [NH2:14][C:10]1[CH:9]=[CH:8][CH:7]=[C:6]2[C:11]=1[CH:12]=[CH:13][N:4]([CH2:3][CH2:2][OH:1])[C:5]2=[O:17], predict the reactants needed to synthesize it. The reactants are: [OH:1][CH2:2][CH2:3][N:4]1[CH:13]=[CH:12][C:11]2[C:6](=[CH:7][CH:8]=[CH:9][C:10]=2[N+:14]([O-])=O)[C:5]1=[O:17].CO.[H][H]. (4) Given the product [C:51]([O:15][CH2:14][C:13]([CH3:16])([CH3:17])[CH2:12][N:11]1[C:5]2[CH:4]=[CH:3][C:2]([Cl:1])=[CH:44][C:6]=2[C@@H:7]([C:34]2[CH:39]=[CH:38][CH:37]=[C:36]([O:40][CH3:41])[C:35]=2[O:42][CH3:43])[O:8][C@H:9]([CH2:19][C:20]([NH:22][C:23]2[CH:24]=[C:25]([CH:29]=[CH:30][C:31]=2[O:32][CH3:33])[C:26]([OH:28])=[O:27])=[O:21])[C:10]1=[O:18])(=[O:53])[CH3:52], predict the reactants needed to synthesize it. The reactants are: [Cl:1][C:2]1[CH:3]=[CH:4][C:5]2[N:11]([CH2:12][C:13]([CH3:17])([CH3:16])[CH2:14][OH:15])[C:10](=[O:18])[C@@H:9]([CH2:19][C:20]([NH:22][C:23]3[CH:24]=[C:25]([CH:29]=[CH:30][C:31]=3[O:32][CH3:33])[C:26]([OH:28])=[O:27])=[O:21])[O:8][C@H:7]([C:34]3[CH:39]=[CH:38][CH:37]=[C:36]([O:40][CH3:41])[C:35]=3[O:42][CH3:43])[C:6]=2[CH:44]=1.N1C=CC=CC=1.[C:51](OCC)(=[O:53])[CH3:52].C(Cl)(=O)C.